Dataset: Reaction yield outcomes from USPTO patents with 853,638 reactions. Task: Predict the reaction yield, written as a fraction of the theoretical maximum amount of product (1.0 means a 100% yield; for example, 0.34 means a 34% yield). (1) The yield is 0.550. The reactants are [OH:1][C:2]1[CH:7]=[CH:6][C:5]([C:8]2[CH:13]=[CH:12][C:11]([C:14]#[N:15])=[C:10]([CH3:16])[CH:9]=2)=[CH:4][C:3]=1I.C1(C)C=CC=CC=1P(C1C=CC=CC=1C)C1C=CC=CC=1C.C(NC(C)C)(C)C.[CH2:47]([N:51]1[CH2:55][CH2:54][CH2:53][C@H:52]1[CH3:56])[CH2:48][C:49]#[CH:50]. The catalyst is C([O-])(=O)C.[Pd+2].C([O-])(=O)C.[Cu]I.CC#N. The product is [CH3:16][C:10]1[CH:9]=[C:8]([C:5]2[CH:6]=[CH:7][C:2]3[O:1][C:49]([CH2:48][CH2:47][N:51]4[CH2:55][CH2:54][CH2:53][C@H:52]4[CH3:56])=[CH:50][C:3]=3[CH:4]=2)[CH:13]=[CH:12][C:11]=1[C:14]#[N:15]. (2) The reactants are [CH3:1][O:2][C:3]1[CH:4]=[C:5]([CH2:11][CH2:12][NH2:13])[CH:6]=[CH:7][C:8]=1[O:9][CH3:10].CC[O:16][C:17]([CH2:19][C:20]#[N:21])=O. No catalyst specified. The product is [C:20]([CH2:19][C:17]([NH:13][CH2:12][CH2:11][C:5]1[CH:6]=[CH:7][C:8]([O:9][CH3:10])=[C:3]([O:2][CH3:1])[CH:4]=1)=[O:16])#[N:21]. The yield is 0.600. (3) The reactants are [Br-:1].[Br-].[Br-].[NH+]1C=CC=CC=1.[NH+]1C=CC=CC=1.[NH+]1C=CC=CC=1.[C:22]([C:25]1[CH:32]=[CH:31][C:28]([C:29]#[N:30])=[CH:27][N:26]=1)(=[O:24])[CH3:23]. The catalyst is C1COCC1. The product is [Br:1][CH2:23][C:22]([C:25]1[CH:32]=[CH:31][C:28]([C:29]#[N:30])=[CH:27][N:26]=1)=[O:24]. The yield is 0.800. (4) The reactants are CN1CCOCC1.ON1C2C=CC=CC=2N=N1.[F:18][C:19]1[CH:20]=[CH:21][C:22]2[N:23]([C:25]([C:28]3[N:33]=[C:32]([NH:34][C@@H:35]4[CH2:40][CH2:39][CH2:38][NH:37][CH2:36]4)[CH:31]=[CH:30][N:29]=3)=[CH:26][N:27]=2)[CH:24]=1.[F:41][C:42]([F:49])([F:48])[CH2:43][CH2:44][C:45](O)=[O:46]. The catalyst is CN(C)C(=O)C. The product is [F:41][C:42]([F:49])([F:48])[CH2:43][CH2:44][C:45]([N:37]1[CH2:38][CH2:39][CH2:40][C@@H:35]([NH:34][C:32]2[CH:31]=[CH:30][N:29]=[C:28]([C:25]3[N:23]4[CH:24]=[C:19]([F:18])[CH:20]=[CH:21][C:22]4=[N:27][CH:26]=3)[N:33]=2)[CH2:36]1)=[O:46]. The yield is 0.800. (5) The reactants are [CH3:1][C:2]1([CH3:26])[C:11]2[C:6](=[C:7]([CH3:23])[CH:8]=[C:9]([C:13]([C:15]3[C:16]([CH3:22])=[N:17][N:18]([CH3:21])[C:19]=3[OH:20])=[O:14])[C:10]=2[CH3:12])[S:5](=[O:25])(=[O:24])[CH2:4][CH2:3]1.C(=O)([O-])[O-].[K+].[K+].[CH2:33]([S:36](Cl)(=[O:38])=[O:37])[CH2:34][CH3:35]. The catalyst is C(Cl)Cl.[Cl-].C([N+](CC)(CC)CC)C1C=CC=CC=1. The product is [CH3:1][C:2]1([CH3:26])[C:11]2[C:6](=[C:7]([CH3:23])[CH:8]=[C:9]([C:13]([C:15]3[C:16]([CH3:22])=[N:17][N:18]([CH3:21])[C:19]=3[O:20][S:36]([CH2:33][CH2:34][CH3:35])(=[O:38])=[O:37])=[O:14])[C:10]=2[CH3:12])[S:5](=[O:25])(=[O:24])[CH2:4][CH2:3]1. The yield is 0.740.